From a dataset of Reaction yield outcomes from USPTO patents with 853,638 reactions. Predict the reaction yield, written as a fraction of the theoretical maximum amount of product (1.0 means a 100% yield; for example, 0.34 means a 34% yield). (1) The reactants are FC1C(S)=CC=CC=1C(OCC)=O.C1C(=O)N(Cl)C(=O)C1.[Cl:22][C:23]1[C:31]([F:32])=[C:30]2[C:26]([C:27]([S:47][C:48]3[CH:53]=[CH:52][CH:51]=[C:50]([C:54]([O:56][CH2:57][CH3:58])=[O:55])[C:49]=3[F:59])=[C:28](C3CC3)[N:29]2C2C=NN(CCCC(O)=O)C=2)=[CH:25][CH:24]=1. The catalyst is C(Cl)Cl.O. The product is [Cl:22][C:23]1[C:31]([F:32])=[C:30]2[C:26]([C:27]([S:47][C:48]3[C:49]([F:59])=[C:50]([CH:51]=[CH:52][CH:53]=3)[C:54]([O:56][CH2:57][CH3:58])=[O:55])=[CH:28][NH:29]2)=[CH:25][CH:24]=1. The yield is 0.550. (2) The reactants are [C:1]([CH2:3][CH2:4][O:5][C@@H:6]1[C@H:11]([NH:12][C:13](=[O:19])[O:14][C:15]([CH3:18])([CH3:17])[CH3:16])[CH:10]=[C:9]([C:20]2[CH:25]=[CH:24][N:23]=[CH:22][C:21]=2[N+:26]([O-])=O)[CH2:8][C@@H:7]1[CH3:29])#[N:2]. The catalyst is CCO. The product is [NH2:26][C:21]1[CH:22]=[N:23][CH:24]=[CH:25][C:20]=1[C@@H:9]1[CH2:10][C@H:11]([NH:12][C:13](=[O:19])[O:14][C:15]([CH3:18])([CH3:17])[CH3:16])[C@H:6]([O:5][CH2:4][CH2:3][C:1]#[N:2])[C@H:7]([CH3:29])[CH2:8]1. The yield is 0.310. (3) The reactants are [C:1]([O:5][C:6]([NH:8][C@H:9]1[CH2:14][NH:13][CH2:12][C@@H:11]([C:15]([OH:17])=[O:16])[CH2:10]1)=[O:7])([CH3:4])([CH3:3])[CH3:2].CCN(C(C)C)C(C)C.[CH2:27]([O:34][C:35](ON1C(=O)CCC1=O)=[O:36])[C:28]1[CH:33]=[CH:32][CH:31]=[CH:30][CH:29]=1. The catalyst is ClCCl. The product is [CH2:27]([O:34][C:35]([N:13]1[CH2:14][C@H:9]([NH:8][C:6]([O:5][C:1]([CH3:4])([CH3:2])[CH3:3])=[O:7])[CH2:10][C@H:11]([C:15]([OH:17])=[O:16])[CH2:12]1)=[O:36])[C:28]1[CH:33]=[CH:32][CH:31]=[CH:30][CH:29]=1. The yield is 0.990. (4) The reactants are C(OC([N:8]1[CH2:12][C@H:11]([O:13][Si](C(C)(C)C)(C)C)[CH2:10][C@@H:9]1[C:21](=[O:35])[NH:22][C:23]1[CH:28]=[CH:27][C:26]([C:29](=[O:33])[N:30]([CH3:32])[CH3:31])=[CH:25][C:24]=1[F:34])=O)(C)(C)C.C(O)(C(F)(F)F)=O. The catalyst is C(Cl)Cl. The product is [CH3:31][N:30]([CH3:32])[C:29]([C:26]1[CH:27]=[CH:28][C:23]([NH:22][C:21]([C@H:9]2[CH2:10][C@@H:11]([OH:13])[CH2:12][NH:8]2)=[O:35])=[C:24]([F:34])[CH:25]=1)=[O:33]. The yield is 1.00. (5) The catalyst is S(=O)(=O)(O)O. The product is [NH2:30][C@@:6]1([C:4]([OH:5])=[O:3])[C@H:11]([S:12]([CH2:15][C:16]2[CH:21]=[CH:20][C:19]([Cl:22])=[C:18]([Cl:23])[CH:17]=2)(=[O:14])=[O:13])[CH2:10][C@@H:9]2[C@H:7]1[C@@:8]2([F:29])[C:24]([OH:26])=[O:25]. The reactants are C([O:3][C:4]([C@:6]1([NH2:30])[C@H:11]([S:12]([CH2:15][C:16]2[CH:21]=[CH:20][C:19]([Cl:22])=[C:18]([Cl:23])[CH:17]=2)(=[O:14])=[O:13])[CH2:10][C@@H:9]2[C@H:7]1[C@@:8]2([F:29])[C:24]([O:26]CC)=[O:25])=[O:5])C.[OH-].[Na+]. The yield is 0.100. (6) The reactants are [CH3:1][C:2]1[CH:10]=[CH:9][CH:8]=[CH:7][C:3]=1[C:4](Cl)=[O:5].[OH2:11]. The catalyst is C1COCC1. The product is [CH3:1][C:2]1[CH:10]=[CH:9][CH:8]=[CH:7][C:3]=1[C:4]([O:11][C:2]1[CH:10]=[CH:9][CH:8]=[CH:7][CH:3]=1)=[O:5]. The yield is 0.640. (7) The reactants are [C:1]([O:5][C:6]([NH:8][CH2:9][CH2:10][CH2:11][CH2:12][CH2:13][C:14]([OH:16])=O)=[O:7])([CH3:4])([CH3:3])[CH3:2].C(N(CC)CC)C.[B-](F)(F)(F)F.CN(C(ON1C(=O)CCC1=O)=[N+](C)C)C.[Cl-].[NH3+:45][C:46]([CH3:65])([CH3:64])[CH2:47][O:48][C:49]1[CH:58]=[CH:57][CH:56]=[C:55]2[C:50]=1[C:51]([NH3+:63])=[C:52]([C:60]([OH:62])=[O:61])[C:53]([CH3:59])=[N:54]2.[Cl-]. The catalyst is CN(C=O)C. The product is [NH2:63][C:51]1[C:50]2[C:55](=[CH:56][CH:57]=[CH:58][C:49]=2[O:48][CH2:47][C:46]([NH:45][C:14](=[O:16])[CH2:13][CH2:12][CH2:11][CH2:10][CH2:9][NH:8][C:6]([O:5][C:1]([CH3:2])([CH3:3])[CH3:4])=[O:7])([CH3:65])[CH3:64])[N:54]=[C:53]([CH3:59])[C:52]=1[C:60]([OH:62])=[O:61]. The yield is 0.450.